This data is from Full USPTO retrosynthesis dataset with 1.9M reactions from patents (1976-2016). The task is: Predict the reactants needed to synthesize the given product. (1) Given the product [Cl:12][C:10]1[CH:11]=[C:2]([NH:1][CH2:24][C:25]2[CH:26]=[N:27][CH:28]=[CH:29][CH:30]=2)[CH:3]=[C:4]2[C:9]=1[N:8]=[CH:7][C:6]([C:13]#[N:14])=[C:5]2[NH:15][C:16]1[CH:21]=[CH:20][C:19]([F:22])=[C:18]([Cl:23])[CH:17]=1, predict the reactants needed to synthesize it. The reactants are: [NH2:1][C:2]1[CH:3]=[C:4]2[C:9](=[C:10]([Cl:12])[CH:11]=1)[N:8]=[CH:7][C:6]([C:13]#[N:14])=[C:5]2[NH:15][C:16]1[CH:21]=[CH:20][C:19]([F:22])=[C:18]([Cl:23])[CH:17]=1.[CH:24](=O)[C:25]1[CH:30]=[CH:29][CH:28]=[N:27][CH:26]=1.[BH3-]C#N.[Na+]. (2) Given the product [Cl:79][C:80]1[CH:81]=[C:82]([NH:86][C:48]2[CH:49]=[C:50]3[C:56]4([CH2:61][CH2:60][N:59]([C:62]([O:64][C:65]([CH3:68])([CH3:67])[CH3:66])=[O:63])[CH2:58][CH2:57]4)[CH2:55][N:54]([C:69]4[C:70]5[C@H:77]([CH3:78])[CH2:76][CH2:75][C:71]=5[N:72]=[CH:73][N:74]=4)[C:51]3=[CH:52][CH:53]=2)[CH:83]=[CH:84][CH:85]=1, predict the reactants needed to synthesize it. The reactants are: C1C=CC(P(C2C(C3C(P(C4C=CC=CC=4)C4C=CC=CC=4)=CC=C4C=3C=CC=C4)=C3C(C=CC=C3)=CC=2)C2C=CC=CC=2)=CC=1.Br[C:48]1[CH:49]=[C:50]2[C:56]3([CH2:61][CH2:60][N:59]([C:62]([O:64][C:65]([CH3:68])([CH3:67])[CH3:66])=[O:63])[CH2:58][CH2:57]3)[CH2:55][N:54]([C:69]3[C:70]4[C@H:77]([CH3:78])[CH2:76][CH2:75][C:71]=4[N:72]=[CH:73][N:74]=3)[C:51]2=[CH:52][CH:53]=1.[Cl:79][C:80]1[CH:81]=[C:82]([NH2:86])[CH:83]=[CH:84][CH:85]=1.C1(C)C=CC=CC=1. (3) Given the product [O:17]1[CH2:18][CH2:19][CH2:20][CH2:21][CH:16]1[O:15][CH2:14][CH2:13][C:9]1[CH:8]=[C:7]([CH2:25][OH:26])[CH:12]=[CH:11][CH:10]=1, predict the reactants needed to synthesize it. The reactants are: C([Li])CCC.Br[C:7]1[CH:8]=[C:9]([CH2:13][CH2:14][O:15][CH:16]2[CH2:21][CH2:20][CH2:19][CH2:18][O:17]2)[CH:10]=[CH:11][CH:12]=1.CN([CH:25]=[O:26])C.O. (4) Given the product [CH3:1][O:2][N:3]=[C:4]1[C:13]2[C:8](=[CH:9][C:10]([C:14]([F:15])([F:17])[F:16])=[CH:11][CH:12]=2)[N:7]([CH2:18][C:19]2[CH:24]=[CH:23][CH:22]=[CH:21][CH:20]=2)[CH2:6][CH2:5]1, predict the reactants needed to synthesize it. The reactants are: [CH3:1][O:2][N:3]=[C:4]1[C:13]2[C:8](=[CH:9][C:10]([C:14]([F:17])([F:16])[F:15])=[CH:11][CH:12]=2)[NH:7][CH2:6][CH2:5]1.[CH2:18](Br)[C:19]1[CH:24]=[CH:23][CH:22]=[CH:21][CH:20]=1.C(N(C(C)C)CC)(C)C.C(OCC)(=O)C.